This data is from Forward reaction prediction with 1.9M reactions from USPTO patents (1976-2016). The task is: Predict the product of the given reaction. (1) Given the reactants Br.C[O:3][C:4]1[CH:5]=[C:6]([C:10]2[CH:11]=[CH:12][C:13]3[C:17]([C:18]4[CH:19]=[N:20][CH:21]=[CH:22][CH:23]=4)=[CH:16][S:15][C:14]=3[CH:24]=2)[CH:7]=[CH:8][CH:9]=1.[OH-].[Na+].C(=O)(O)[O-].[Na+], predict the reaction product. The product is: [N:20]1[CH:21]=[CH:22][CH:23]=[C:18]([C:17]2[C:13]3[CH:12]=[CH:11][C:10]([C:6]4[CH:5]=[C:4]([OH:3])[CH:9]=[CH:8][CH:7]=4)=[CH:24][C:14]=3[S:15][CH:16]=2)[CH:19]=1. (2) Given the reactants [Cl:1][C:2]1[C:10]([F:11])=[CH:9][CH:8]=[CH:7][C:3]=1[C:4]([OH:6])=O.[CH:12]1([CH2:15][C:16]([CH3:29])([C:19]2[CH:20]=[N:21][C:22]([C:25]([F:28])([F:27])[F:26])=[N:23][CH:24]=2)[CH2:17][NH2:18])[CH2:14][CH2:13]1, predict the reaction product. The product is: [Cl:1][C:2]1[C:10]([F:11])=[CH:9][CH:8]=[CH:7][C:3]=1[C:4]([NH:18][CH2:17][C:16]([CH3:29])([C:19]1[CH:20]=[N:21][C:22]([C:25]([F:28])([F:27])[F:26])=[N:23][CH:24]=1)[CH2:15][CH:12]1[CH2:14][CH2:13]1)=[O:6]. (3) Given the reactants [C:1]([CH:6]([CH2:17][CH2:18][CH2:19][CH2:20][CH2:21][CH2:22][CH2:23][CH2:24][CH2:25][CH2:26][CH2:27][CH3:28])[CH2:7][CH2:8][P:9](=[O:16])([O:13][CH2:14][CH3:15])[O:10][CH2:11][CH3:12])([O:3]CC)=[O:2].[OH-].[Na+], predict the reaction product. The product is: [C:1]([CH:6]([CH2:17][CH2:18][CH2:19][CH2:20][CH2:21][CH2:22][CH2:23][CH2:24][CH2:25][CH2:26][CH2:27][CH3:28])[CH2:7][CH2:8][P:9](=[O:16])([O:13][CH2:14][CH3:15])[O:10][CH2:11][CH3:12])([OH:3])=[O:2]. (4) Given the reactants [CH:1]1([C:6]([C:8]2[C:9](Cl)=[N:10][C:11]([S:15][CH3:16])=[N:12][C:13]=2[Cl:14])=O)[CH2:5][CH2:4][CH2:3][CH2:2]1.C(N(CC)C(C)C)(C)C.[NH2:27][NH2:28], predict the reaction product. The product is: [Cl:14][C:13]1[N:12]=[C:11]([S:15][CH3:16])[N:10]=[C:9]2[NH:27][N:28]=[C:6]([CH:1]3[CH2:5][CH2:4][CH2:3][CH2:2]3)[C:8]=12. (5) Given the reactants [NH2:1][C:2]1[C:7]([F:8])=[CH:6][N:5]([CH:9]2[CH2:13][CH2:12][CH:11]([NH:14][S:15]([C:18]3[CH:23]=[CH:22][CH:21]=[C:20](Br)[CH:19]=3)(=[O:17])=[O:16])[CH2:10]2)[C:4](=[O:25])[N:3]=1.[F:26][C:27]1[CH:32]=[CH:31][CH:30]=[CH:29][C:28]=1B(O)O.C([O-])([O-])=O.[Na+].[Na+], predict the reaction product. The product is: [NH2:1][C:2]1[C:7]([F:8])=[CH:6][N:5]([CH:9]2[CH2:13][CH2:12][CH:11]([NH:14][S:15]([C:18]3[CH:19]=[C:20]([C:28]4[CH:29]=[CH:30][CH:31]=[CH:32][C:27]=4[F:26])[CH:21]=[CH:22][CH:23]=3)(=[O:17])=[O:16])[CH2:10]2)[C:4](=[O:25])[N:3]=1.